From a dataset of Merck oncology drug combination screen with 23,052 pairs across 39 cell lines. Regression. Given two drug SMILES strings and cell line genomic features, predict the synergy score measuring deviation from expected non-interaction effect. (1) Drug 2: NC(=O)c1cccc2cn(-c3ccc(C4CCCNC4)cc3)nc12. Synergy scores: synergy=-8.64. Drug 1: CN1C(=O)C=CC2(C)C3CCC4(C)C(NC(=O)OCC(F)(F)F)CCC4C3CCC12. Cell line: A427. (2) Drug 1: O=P1(N(CCCl)CCCl)NCCCO1. Drug 2: CCc1cnn2c(NCc3ccc[n+]([O-])c3)cc(N3CCCCC3CCO)nc12. Cell line: OV90. Synergy scores: synergy=-1.21. (3) Drug 1: CN(Cc1cnc2nc(N)nc(N)c2n1)c1ccc(C(=O)NC(CCC(=O)O)C(=O)O)cc1. Drug 2: CCc1cnn2c(NCc3ccc[n+]([O-])c3)cc(N3CCCCC3CCO)nc12. Cell line: KPL1. Synergy scores: synergy=-13.9. (4) Drug 1: CCN(CC)CCNC(=O)c1c(C)[nH]c(C=C2C(=O)Nc3ccc(F)cc32)c1C. Drug 2: NC(=O)c1cccc2cn(-c3ccc(C4CCCNC4)cc3)nc12. Cell line: RKO. Synergy scores: synergy=-2.64. (5) Drug 1: CC(=O)OC1C(=O)C2(C)C(O)CC3OCC3(OC(C)=O)C2C(OC(=O)c2ccccc2)C2(O)CC(OC(=O)C(O)C(NC(=O)c3ccccc3)c3ccccc3)C(C)=C1C2(C)C. Drug 2: Cc1nc(Nc2ncc(C(=O)Nc3c(C)cccc3Cl)s2)cc(N2CCN(CCO)CC2)n1. Cell line: SKMEL30. Synergy scores: synergy=-10.4.